This data is from Forward reaction prediction with 1.9M reactions from USPTO patents (1976-2016). The task is: Predict the product of the given reaction. (1) Given the reactants ClC(Cl)C.[Br:5][CH2:6][CH:7]([O:10][CH3:11])[O:8][CH3:9].N1C(C)=CC=CC=1C.[Si](OS(C(F)(F)F)(=O)=O)(C)(C)C.[CH2:32](O)[CH2:33][CH2:34][CH2:35][CH2:36][CH2:37][CH2:38][CH2:39]/[CH:40]=[CH:41]\[CH2:42]/[CH:43]=[CH:44]\[CH2:45][CH2:46][CH2:47][CH2:48]C, predict the reaction product. The product is: [Br:5][CH2:6][CH:7]([O:10][CH3:11])[O:8][CH2:9][CH2:32][CH2:33][CH2:34][CH2:35][CH2:36][CH2:37][CH2:38]/[CH:39]=[CH:40]\[CH2:41]/[CH:42]=[CH:43]\[CH2:44][CH2:45][CH2:46][CH2:47][CH3:48]. (2) The product is: [Cl:1][C:2]1[CH:3]=[C:4]([S:9]([NH2:12])(=[O:11])=[O:10])[CH:5]=[N:6][C:7]=1[NH:22][CH:19]1[CH2:20][CH2:21][N:16]([CH:13]2[CH2:15][CH2:14]2)[CH2:17][CH2:18]1. Given the reactants [Cl:1][C:2]1[CH:3]=[C:4]([S:9]([NH2:12])(=[O:11])=[O:10])[CH:5]=[N:6][C:7]=1Cl.[CH:13]1([N:16]2[CH2:21][CH2:20][CH:19]([NH2:22])[CH2:18][CH2:17]2)[CH2:15][CH2:14]1.C(N(CC)C(C)C)(C)C, predict the reaction product. (3) The product is: [O:29]=[C:20]1[C:21]2[C:22](=[CH:25][CH:26]=[CH:27][CH:28]=2)[C:23](=[O:24])[N:19]1[O:1][CH2:2][CH2:3][O:4][CH:5]1[CH2:10][CH2:9][N:8]([C:11]([O:13][C:14]([CH3:17])([CH3:16])[CH3:15])=[O:12])[CH2:7][CH2:6]1. Given the reactants [OH:1][CH2:2][CH2:3][O:4][CH:5]1[CH2:10][CH2:9][N:8]([C:11]([O:13][C:14]([CH3:17])([CH3:16])[CH3:15])=[O:12])[CH2:7][CH2:6]1.O[N:19]1[C:23](=[O:24])[C:22]2=[CH:25][CH:26]=[CH:27][CH:28]=[C:21]2[C:20]1=[O:29].C1(P(C2C=CC=CC=2)C2C=CC=CC=2)C=CC=CC=1.CC(OC(/N=N/C(OC(C)C)=O)=O)C, predict the reaction product.